From a dataset of Forward reaction prediction with 1.9M reactions from USPTO patents (1976-2016). Predict the product of the given reaction. (1) Given the reactants [C:1]([S:4][CH2:5][CH2:6][CH2:7][C:8]([F:14])([F:13])[C:9]([F:12])([F:11])[F:10])(=O)[CH3:2].BrCC[CH2:18][CH2:19][Cl:20], predict the reaction product. The product is: [F:13][C:8]([F:14])([C:9]([F:12])([F:11])[F:10])[CH2:7][CH2:6][CH2:5][S:4][CH2:1][CH2:2][CH2:18][CH2:19][Cl:20]. (2) The product is: [Br:24][C:6]1[C:5]([O:4][CH2:3][O:2][CH3:1])=[CH:10][C:9]([O:11][CH2:12][O:13][CH3:14])=[CH:8][C:7]=1[CH2:15][OH:16]. Given the reactants [CH3:1][O:2][CH2:3][O:4][C:5]1[CH:6]=[C:7]([CH2:15][OH:16])[CH:8]=[C:9]([O:11][CH2:12][O:13][CH3:14])[CH:10]=1.C1C(=O)N([Br:24])C(=O)C1, predict the reaction product.